From a dataset of Full USPTO retrosynthesis dataset with 1.9M reactions from patents (1976-2016). Predict the reactants needed to synthesize the given product. (1) Given the product [Br:1][C:2]1[C:3]([F:12])=[C:4]2[C:10]([NH:11][C:19]([C:16]3[CH:15]=[C:14]([CH3:13])[O:18][N:17]=3)=[O:20])=[CH:9][NH:8][C:5]2=[N:6][CH:7]=1, predict the reactants needed to synthesize it. The reactants are: [Br:1][C:2]1[C:3]([F:12])=[C:4]2[C:10]([NH2:11])=[CH:9][NH:8][C:5]2=[N:6][CH:7]=1.[CH3:13][C:14]1[O:18][N:17]=[C:16]([C:19](O)=[O:20])[CH:15]=1.C(N(CC)CC)C.C1N(P(Cl)(N2C(=O)OCC2)=O)C(=O)OC1.[Li+].[OH-]. (2) Given the product [CH3:1][O:2][C:3](=[O:18])[CH2:4][O:5][CH2:6][CH2:7][O:8][C:9]1[CH:10]=[CH:11][C:12]([NH2:15])=[CH:13][CH:14]=1, predict the reactants needed to synthesize it. The reactants are: [CH3:1][O:2][C:3](=[O:18])[CH2:4][O:5][CH2:6][CH2:7][O:8][C:9]1[CH:14]=[CH:13][C:12]([N+:15]([O-])=O)=[CH:11][CH:10]=1.